Dataset: Peptide-MHC class II binding affinity with 134,281 pairs from IEDB. Task: Regression. Given a peptide amino acid sequence and an MHC pseudo amino acid sequence, predict their binding affinity value. This is MHC class II binding data. (1) The peptide sequence is QGVADAYITLVTLPK. The MHC is DRB1_1201 with pseudo-sequence DRB1_1201. The binding affinity (normalized) is 0.170. (2) The peptide sequence is TSVGKGIHTVFGSAF. The MHC is DRB1_0404 with pseudo-sequence DRB1_0404. The binding affinity (normalized) is 0.613. (3) The peptide sequence is SERPAIVPPADKYRT. The MHC is DRB1_1201 with pseudo-sequence DRB1_1201. The binding affinity (normalized) is 0.0601. (4) The peptide sequence is LEDKVNSTIARYNRG. The MHC is DRB1_0101 with pseudo-sequence DRB1_0101. The binding affinity (normalized) is 0.528. (5) The peptide sequence is SLGEAWTGGGSDKAL. The MHC is DRB1_0101 with pseudo-sequence DRB1_0101. The binding affinity (normalized) is 0.312. (6) The peptide sequence is DDLMGSRSNFDSTLI. The MHC is DRB1_1302 with pseudo-sequence DRB1_1302. The binding affinity (normalized) is 0. (7) The peptide sequence is ASQDVKNWMTETLLV. The MHC is DRB1_0101 with pseudo-sequence DRB1_0101. The binding affinity (normalized) is 0.131. (8) The peptide sequence is MLVLTHGLASVVVHT. The MHC is DRB1_0401 with pseudo-sequence DRB1_0401. The binding affinity (normalized) is 0.479. (9) The peptide sequence is KLTITGKGTLDGQGK. The MHC is HLA-DQA10501-DQB10301 with pseudo-sequence HLA-DQA10501-DQB10301. The binding affinity (normalized) is 0.476.